From a dataset of HIV replication inhibition screening data with 41,000+ compounds from the AIDS Antiviral Screen. Binary Classification. Given a drug SMILES string, predict its activity (active/inactive) in a high-throughput screening assay against a specified biological target. (1) The molecule is N#CC1(C#N)C2CCCCC23OC(=N)C1(C#N)C(c1ccco1)O3. The result is 0 (inactive). (2) The compound is O=C1C(c2ccccc2)=[N+]([O-])c2ccccc21. The result is 0 (inactive).